From a dataset of Catalyst prediction with 721,799 reactions and 888 catalyst types from USPTO. Predict which catalyst facilitates the given reaction. (1) The catalyst class is: 183. Product: [CH3:1][N:2]1[CH:6]=[CH:5][N:4]=[C:3]1[S:7][C:8]1[C:9]([NH2:14])=[N:10][CH:11]=[CH:12][CH:13]=1. Reactant: [CH3:1][N:2]1[CH:6]=[CH:5][N:4]=[C:3]1[S:7][C:8]1[C:9]([N+:14]([O-])=O)=[N:10][CH:11]=[CH:12][CH:13]=1. (2) Reactant: [NH2:1][CH:2]([C:6]#[N:7])[C:3]([NH2:5])=[O:4].[CH:8](OCC)(OCC)OCC.[NH2:18][CH2:19][CH:20]([OH:22])[CH3:21]. Product: [NH2:7][C:6]1[N:18]([CH2:19][CH:20]([OH:22])[CH3:21])[CH:8]=[N:1][C:2]=1[C:3]([NH2:5])=[O:4]. The catalyst class is: 10. (3) Reactant: [CH3:1][N:2]([CH3:17])[C:3](=O)[CH2:4][O:5][C:6]1[CH:7]=[C:8]([CH:13]=[CH:14][CH:15]=1)[C:9](OC)=[O:10].CCOCC.[H-].[H-].[H-].[H-].[Li+].[Al+3].S([O-])([O-])(=O)=O.[Na+].[Na+]. Product: [CH3:1][N:2]([CH3:17])[CH2:3][CH2:4][O:5][C:6]1[CH:7]=[C:8]([CH2:9][OH:10])[CH:13]=[CH:14][CH:15]=1. The catalyst class is: 1. (4) Reactant: [NH2:1][C@@H:2]1[C:8](=[O:9])[NH:7][C:6]2[CH:10]=[CH:11][CH:12]=[CH:13][C:5]=2[C:4]2[CH:14]=[CH:15][CH:16]=[CH:17][C:3]1=2.[OH:18][C@@:19]([CH3:31])([C:23]([NH:25][CH2:26][C:27]([F:30])([F:29])[F:28])=[O:24])[C:20](O)=[O:21].O.ON1C2C=CC=CC=2N=N1.C(N(C(C)C)CC)(C)C.Cl.CN(C)CCCN=C=NCC. Product: [OH:18][C@@:19]([CH3:31])([C:23]([NH:25][CH2:26][C:27]([F:28])([F:29])[F:30])=[O:24])[C:20]([NH:1][C@@H:2]1[C:8](=[O:9])[NH:7][C:6]2[CH:10]=[CH:11][CH:12]=[CH:13][C:5]=2[C:4]2[CH:14]=[CH:15][CH:16]=[CH:17][C:3]1=2)=[O:21]. The catalyst class is: 7. (5) Reactant: C(OC([NH:8][CH2:9][C:10]#[C:11][C:12]1[CH:20]=[C:19]2[C:15]([C:16]([C:34]3[CH:43]=[CH:42][C:37]([C:38]([O:40][CH3:41])=[O:39])=[CH:36][C:35]=3[F:44])=[N:17][N:18]2[C:21](=[O:33])[C:22]2[C:27]([C:28]([F:31])([F:30])[F:29])=[CH:26][CH:25]=[CH:24][C:23]=2[Cl:32])=[CH:14][CH:13]=1)=O)(C)(C)C.C(O)(C(F)(F)F)=O. Product: [NH2:8][CH2:9][C:10]#[C:11][C:12]1[CH:20]=[C:19]2[C:15]([C:16]([C:34]3[CH:43]=[CH:42][C:37]([C:38]([O:40][CH3:41])=[O:39])=[CH:36][C:35]=3[F:44])=[N:17][N:18]2[C:21](=[O:33])[C:22]2[C:27]([C:28]([F:30])([F:31])[F:29])=[CH:26][CH:25]=[CH:24][C:23]=2[Cl:32])=[CH:14][CH:13]=1. The catalyst class is: 20. (6) Reactant: [OH-:1].[Na+].[OH:3]O.[CH:5]([C:8]1[CH:13]=[CH:12]C=CC=1)([CH3:7])[CH3:6].[CH:14]1[C:27]2NC3C(=CC=CC=3)SC=2C=CC=1.[CH3:28][CH:29]=[CH:30][C:31](Cl)=[O:32]. Product: [C:8]([OH:3])(=[O:1])[C:5]([CH3:7])=[CH2:6].[CH:13]([O:1][O:32][C:31]1[CH:14]=[CH:27][CH:28]=[CH:29][CH:30]=1)([CH3:12])[CH3:8]. The catalyst class is: 1. (7) Reactant: [F:1][C:2]1[C:3]([C:9]2[CH:10]=[C:11](B(O)O)[CH:12]=[CH:13][CH:14]=2)=[N:4][CH:5]=[C:6]([F:8])[CH:7]=1.Br[C:19]1[N:23]2[N:24]=[CH:25][C:26]([C:28]([OH:31])([CH3:30])[CH3:29])=[N:27][C:22]2=[N:21][CH:20]=1. Product: [F:1][C:2]1[C:3]([C:9]2[CH:10]=[C:11]([C:19]3[N:23]4[N:24]=[CH:25][C:26]([C:28]([OH:31])([CH3:29])[CH3:30])=[N:27][C:22]4=[N:21][CH:20]=3)[CH:12]=[CH:13][CH:14]=2)=[N:4][CH:5]=[C:6]([F:8])[CH:7]=1. The catalyst class is: 33. (8) The catalyst class is: 5. Product: [CH:1]12[CH2:10][CH:5]3[CH2:6][CH:7]([CH2:9][CH:3]([CH2:4]3)[CH:2]1[NH:11][C:12]([N:14]1[CH2:19][CH2:18][CH2:17][C:16]3([CH2:27][C:26]4[C:21](=[CH:22][CH:23]=[CH:24][CH:25]=4)[CH:20]3[OH:28])[CH2:15]1)=[O:13])[CH2:8]2. Reactant: [CH:1]12[CH2:10][CH:5]3[CH2:6][CH:7]([CH2:9][CH:3]([CH2:4]3)[CH:2]1[NH:11][C:12]([N:14]1[CH2:19][CH2:18][CH2:17][C:16]3([CH2:27][C:26]4[C:21](=[CH:22][CH:23]=[CH:24][CH:25]=4)[C:20]3=[O:28])[CH2:15]1)=[O:13])[CH2:8]2.[BH4-].[Na+]. (9) Reactant: [F:1][C@@H:2]1[C@@H:7]2[O:8][CH:9]([C:12]3[CH:17]=[CH:16][CH:15]=[CH:14][CH:13]=3)[O:10][CH2:11][C@H:6]2[O:5][CH2:4][C@@H:3]1OS(C(F)(F)F)(=O)=O.[N:26]1[C:34]([NH2:35])=[C:33]2[C:29]([N:30]=[CH:31][NH:32]2)=[N:28][CH:27]=1.[H-].[Na+].O. Product: [F:1][C@@H:2]1[C@@H:7]2[O:8][CH:9]([C:12]3[CH:17]=[CH:16][CH:15]=[CH:14][CH:13]=3)[O:10][CH2:11][C@H:6]2[O:5][CH2:4][C@H:3]1[N:30]1[CH:31]=[N:32][C:33]2[C:29]1=[N:28][CH:27]=[N:26][C:34]=2[NH2:35]. The catalyst class is: 16.